This data is from Full USPTO retrosynthesis dataset with 1.9M reactions from patents (1976-2016). The task is: Predict the reactants needed to synthesize the given product. (1) Given the product [CH2:2]([O:3][C:4]([C:5]1[N:6]=[C:14]([OH:15])[C:13]2[C:8]([C:7]=1[OH:24])=[CH:9][CH:10]=[C:11]([O:16][C:17]1[CH:22]=[CH:21][C:20]([F:23])=[CH:19][CH:18]=1)[CH:12]=2)=[O:25])[CH2:27][CH2:28][CH3:29], predict the reactants needed to synthesize it. The reactants are: [Na].[CH3:2][O:3][C:4](=[O:25])[CH2:5][N:6]1[C:14](=[O:15])[C:13]2[C:8](=[CH:9][CH:10]=[C:11]([O:16][C:17]3[CH:22]=[CH:21][C:20]([F:23])=[CH:19][CH:18]=3)[CH:12]=2)[C:7]1=[O:24].Cl.[CH2:27](O)[CH2:28][CH2:29]C. (2) The reactants are: [F:1][CH:2]([F:19])[O:3][C:4]1[CH:9]=[CH:8][C:7]([C:10]#[C:11][Si](C)(C)C)=[CH:6][C:5]=1[CH2:16][CH2:17][F:18].C(=O)([O-])[O-].[K+].[K+]. Given the product [F:1][CH:2]([F:19])[O:3][C:4]1[CH:9]=[CH:8][C:7]([C:10]#[CH:11])=[CH:6][C:5]=1[CH2:16][CH2:17][F:18], predict the reactants needed to synthesize it. (3) Given the product [Cl:1][C:2]1[CH:42]=[CH:41][CH:40]=[CH:39][C:3]=1[CH2:4][C:5]1[CH:6]=[C:7]([NH:16][C:17]2[CH:36]=[CH:35][C:20]([CH2:21][N:22]3[CH2:23][CH2:24][NH:25][CH2:26][CH2:27]3)=[CH:19][C:18]=2[O:37][CH3:38])[C:8]2[C:13](=[O:14])[NH:12][N:11]=[CH:10][C:9]=2[N:15]=1, predict the reactants needed to synthesize it. The reactants are: [Cl:1][C:2]1[CH:42]=[CH:41][CH:40]=[CH:39][C:3]=1[CH2:4][C:5]1[CH:6]=[C:7]([NH:16][C:17]2[CH:36]=[CH:35][C:20]([CH2:21][N:22]3[CH2:27][CH2:26][N:25](C(OC(C)(C)C)=O)[CH2:24][CH2:23]3)=[CH:19][C:18]=2[O:37][CH3:38])[C:8]2[C:13](=[O:14])[NH:12][N:11]=[CH:10][C:9]=2[N:15]=1.FC(F)(F)C(O)=O. (4) Given the product [CH2:38]([O:37][C:35](=[O:36])[C:34]([S:26][C:2]1[CH:9]=[CH:8][C:5]([C:6]#[N:7])=[CH:4][C:3]=1[F:10])([CH3:41])[CH3:40])[CH3:39], predict the reactants needed to synthesize it. The reactants are: N[C:2]1[CH:9]=[CH:8][C:5]([C:6]#[N:7])=[CH:4][C:3]=1[F:10].S(=O)(=O)(O)O.N([O-])=O.[Na+].NC(N)=O.O(CC)C([S-])=[S:26].[K+].[OH-].[K+].Br[C:34]([CH3:41])([CH3:40])[C:35]([O:37][CH2:38][CH3:39])=[O:36]. (5) Given the product [F:17][C:9]1[C:10]([O:37][CH3:34])=[CH:11][CH:12]=[C:13]([F:14])[C:8]=1[C:4]1[N:3]([C:18]2[CH:23]=[CH:22][C:21]([F:24])=[CH:20][CH:19]=2)[C:2]([CH3:25])=[N:6][C:44]=1[CH3:45], predict the reactants needed to synthesize it. The reactants are: Br[C:2]1[N:3]([C:18]2[CH:23]=[CH:22][C:21]([F:24])=[CH:20][CH:19]=2)[C:4]([C:8]2[C:13]([F:14])=[CH:12][CH:11]=[C:10](OC)[C:9]=2[F:17])=C(Br)[N:6]=1.[CH3:25]B1OB(C)OB(C)O1.[C:34](=[O:37])([O-])[O-].[Cs+].[Cs+].O1[CH2:45][CH2:44]OCC1. (6) Given the product [Si:1]([O:18][CH:19]1[CH2:24][CH:23]2[CH:21]([CH:22]2[C:25](=[O:27])[CH2:26][C:38](=[O:44])[C:39]([O:41][CH2:42][CH3:43])=[O:40])[CH2:20]1)([C:14]([CH3:17])([CH3:16])[CH3:15])([C:8]1[CH:13]=[CH:12][CH:11]=[CH:10][CH:9]=1)[C:2]1[CH:7]=[CH:6][CH:5]=[CH:4][CH:3]=1, predict the reactants needed to synthesize it. The reactants are: [Si:1]([O:18][CH:19]1[CH2:24][CH:23]2[CH:21]([CH:22]2[C:25](=[O:27])[CH3:26])[CH2:20]1)([C:14]([CH3:17])([CH3:16])[CH3:15])([C:8]1[CH:13]=[CH:12][CH:11]=[CH:10][CH:9]=1)[C:2]1[CH:7]=[CH:6][CH:5]=[CH:4][CH:3]=1.C[Si]([N-][Si](C)(C)C)(C)C.[Li+].[C:38](OCC)(=[O:44])[C:39]([O:41][CH2:42][CH3:43])=[O:40]. (7) Given the product [CH3:1][C@@:2]12[C:3](=[O:21])[CH2:4][CH2:5][C@H:6]1[C@@H:7]1[CH2:8][CH:9]=[C:10]3[CH2:11][C@@H:12]([OH:20])[CH2:13][CH2:14][C@:15]3([CH3:16])[C@H:17]1[CH2:18][CH2:19]2, predict the reactants needed to synthesize it. The reactants are: [CH3:1][C@:2]12[CH2:19][CH2:18][C@H:17]3[C@@H:7]([CH2:8][CH:9]=[C:10]4[C@:15]3([CH3:16])[CH2:14][CH2:13][C:12](=[O:20])[CH2:11]4)[C@@H:6]1[CH2:5][CH2:4][C:3]2=[O:21].P([O-])([O-])([O-])=O.[K+].[K+].[K+].C1C=[N+]([C@@H]2O[C@H](COP(OP(OC[C@H]3O[C@@H](N4C5N=CN=C(N)C=5N=C4)[C@H](O)[C@@H]3O)(O)=O)(O)=O)[C@@H](O)[C@H]2O)C=C(C(N)=O)C=1.C1C=[N+]([C@@H]2O[C@H](COP(OP(OC[C@H]3O[C@@H](N4C5N=CN=C(N)C=5N=C4)[C@H](OP(O)(O)=O)[C@@H]3O)(O)=O)(O)=O)[C@@H](O)[C@H]2O)C=C(C(N)=O)C=1.O=C[C@@H]([C@H]([C@@H]([C@@H](CO)O)O)O)O.C(=O)(O)[O-].[Na+].